Dataset: NCI-60 drug combinations with 297,098 pairs across 59 cell lines. Task: Regression. Given two drug SMILES strings and cell line genomic features, predict the synergy score measuring deviation from expected non-interaction effect. (1) Drug 1: C1=CC(=CC=C1CCCC(=O)O)N(CCCl)CCCl. Drug 2: C1=NC2=C(N1)C(=S)N=C(N2)N. Cell line: SF-268. Synergy scores: CSS=33.9, Synergy_ZIP=-2.76, Synergy_Bliss=-2.39, Synergy_Loewe=-15.3, Synergy_HSA=1.14. (2) Drug 1: C1CN(P(=O)(OC1)NCCCl)CCCl. Drug 2: C(CCl)NC(=O)N(CCCl)N=O. Cell line: UACC-257. Synergy scores: CSS=4.75, Synergy_ZIP=-0.208, Synergy_Bliss=1.87, Synergy_Loewe=-10.6, Synergy_HSA=0.836.